This data is from Catalyst prediction with 721,799 reactions and 888 catalyst types from USPTO. The task is: Predict which catalyst facilitates the given reaction. (1) Reactant: [CH3:1][O:2][C:3]([C:5]1[CH:10]=[CH:9][C:8]([CH2:11][C:12]([OH:14])=O)=[CH:7][CH:6]=1)=[O:4].C1C=CC2N(O)N=NC=2C=1.C(Cl)CCl.CCN(C(C)C)C(C)C.[CH3:38][O:39][C:40]1[CH:46]=[CH:45][C:43]([NH2:44])=[C:42]([C:47]([F:50])([F:49])[F:48])[CH:41]=1. Product: [CH3:38][O:39][C:40]1[CH:46]=[CH:45][C:43]([NH:44][C:12](=[O:14])[CH2:11][C:8]2[CH:7]=[CH:6][C:5]([C:3]([O:2][CH3:1])=[O:4])=[CH:10][CH:9]=2)=[C:42]([C:47]([F:48])([F:49])[F:50])[CH:41]=1. The catalyst class is: 250. (2) Reactant: [CH:1]1[C:21]([Br:22])=[C:20]2[C:4]3[C:5]([C:15](O[C:18]2=[O:19])=[O:16])=[CH:6][C:7]([Br:14])=[C:8]2[C:9](O[C:12](=[O:13])[C:2]=1[C:3]=32)=[O:10].[NH2:23][CH2:24][CH2:25][N:26]1[CH2:31][CH2:30][O:29][CH2:28][CH2:27]1. Product: [Br:22][C:21]1[C:20]2[C:18](=[O:19])[N:23]([CH2:24][CH2:25][N:26]3[CH2:31][CH2:30][O:29][CH2:28][CH2:27]3)[C:15](=[O:16])[C:5]3=[CH:6][C:7]([Br:14])=[C:8]4[C:3]([C:4]=23)=[C:2]([C:12](=[O:13])[N:23]([CH2:24][CH2:25][N:26]2[CH2:31][CH2:30][O:29][CH2:28][CH2:27]2)[C:9]4=[O:10])[CH:1]=1. The catalyst class is: 15.